From a dataset of Peptide-MHC class I binding affinity with 185,985 pairs from IEDB/IMGT. Regression. Given a peptide amino acid sequence and an MHC pseudo amino acid sequence, predict their binding affinity value. This is MHC class I binding data. (1) The peptide sequence is RELYYRLKF. The MHC is HLA-B07:02 with pseudo-sequence HLA-B07:02. The binding affinity (normalized) is 0.0847. (2) The peptide sequence is SLTIKDSSNK. The MHC is HLA-A11:01 with pseudo-sequence HLA-A11:01. The binding affinity (normalized) is 0.0630.